Dataset: Reaction yield outcomes from USPTO patents with 853,638 reactions. Task: Predict the reaction yield, written as a fraction of the theoretical maximum amount of product (1.0 means a 100% yield; for example, 0.34 means a 34% yield). (1) The reactants are [Cl:1][C:2]1[CH:9]=[C:8]([C:10]([F:13])([F:12])[F:11])[CH:7]=[CH:6][C:3]=1[C:4]#N.CC(C[AlH]CC(C)C)C.C(O)(=[O:25])C.O. The catalyst is C1(C)C=CC=CC=1. The product is [Cl:1][C:2]1[CH:9]=[C:8]([C:10]([F:13])([F:12])[F:11])[CH:7]=[CH:6][C:3]=1[CH:4]=[O:25]. The yield is 0.788. (2) The reactants are [H-].[Na+].[Si:3]([O:10][C@H:11]([C:35]1[CH:40]=[CH:39][CH:38]=[CH:37][CH:36]=1)[C@H:12]1[CH2:16][CH2:15][C@@H:14]([CH2:17][C:18]2[CH:23]=[CH:22][C:21]([C:24](=[O:27])[NH:25][CH3:26])=[CH:20][CH:19]=2)[N:13]1[C:28]([O:30][C:31]([CH3:34])([CH3:33])[CH3:32])=[O:29])([C:6]([CH3:9])([CH3:8])[CH3:7])([CH3:5])[CH3:4].Br[CH2:42][C:43]1[CH:48]=[CH:47][CH:46]=[CH:45][C:44]=1[F:49].O. The catalyst is CN(C=O)C. The product is [Si:3]([O:10][C@H:11]([C:35]1[CH:36]=[CH:37][CH:38]=[CH:39][CH:40]=1)[C@H:12]1[CH2:16][CH2:15][C@@H:14]([CH2:17][C:18]2[CH:19]=[CH:20][C:21]([C:24](=[O:27])[N:25]([CH2:42][C:43]3[CH:48]=[CH:47][CH:46]=[CH:45][C:44]=3[F:49])[CH3:26])=[CH:22][CH:23]=2)[N:13]1[C:28]([O:30][C:31]([CH3:33])([CH3:32])[CH3:34])=[O:29])([C:6]([CH3:7])([CH3:8])[CH3:9])([CH3:5])[CH3:4]. The yield is 0.990. (3) The product is [CH3:16][O:17][C:18](=[O:29])[CH2:19][CH2:20][C:21]1[CH:26]=[CH:25][C:24]([O:27][C:11]2[CH:12]=[CH:13][CH:14]=[C:9]([O:8][CH2:1][C:2]3[CH:7]=[CH:6][CH:5]=[CH:4][CH:3]=3)[CH:10]=2)=[CH:23][C:22]=1[CH3:28]. The yield is 0.510. The catalyst is CN1CCCC1=O.O.[Cu]Cl. The reactants are [CH2:1]([O:8][C:9]1[CH:10]=[C:11](Br)[CH:12]=[CH:13][CH:14]=1)[C:2]1[CH:7]=[CH:6][CH:5]=[CH:4][CH:3]=1.[CH3:16][O:17][C:18](=[O:29])[CH2:19][CH2:20][C:21]1[CH:26]=[CH:25][C:24]([OH:27])=[CH:23][C:22]=1[CH3:28].CC(C)(C(=O)CC(=O)C(C)(C)C)C. (4) The reactants are [CH2:1]=[C:2]([CH2:6][CH2:7][CH2:8][N:9]1[C:13](=[O:14])[C:12]2=[CH:15][CH:16]=[CH:17][CH:18]=[C:11]2[C:10]1=[O:19])[C:3]([OH:5])=[O:4].[BrH:20].O. The catalyst is C(O)(=O)C. The product is [Br:20][CH2:1][CH:2]([CH2:6][CH2:7][CH2:8][N:9]1[C:13](=[O:14])[C:12]2=[CH:15][CH:16]=[CH:17][CH:18]=[C:11]2[C:10]1=[O:19])[C:3]([OH:5])=[O:4]. The yield is 1.00. (5) The reactants are [NH2:1][O:2][CH:3]([C:10]1[CH:15]=[CH:14][CH:13]=[CH:12][CH:11]=1)[CH2:4][CH2:5][C:6](OC)=[O:7].[H-].[H-].[H-].[H-].[Li+].[Al+3]. The catalyst is CCOCC. The product is [NH2:1][O:2][CH:3]([C:10]1[CH:15]=[CH:14][CH:13]=[CH:12][CH:11]=1)[CH2:4][CH2:5][CH2:6][OH:7]. The yield is 0.460. (6) The reactants are [OH:1][CH:2]([CH3:12])[CH2:3][NH:4][C:5](=[O:11])[C:6]([O:8][CH2:9][CH3:10])=[O:7].CC(OI1(OC(C)=O)(OC(C)=O)OC(=O)C2C=CC=CC1=2)=O. The catalyst is C(Cl)Cl. The product is [O:11]=[C:5]([NH:4][CH2:3][C:2](=[O:1])[CH3:12])[C:6]([O:8][CH2:9][CH3:10])=[O:7]. The yield is 0.812.